Predict the reactants needed to synthesize the given product. From a dataset of Full USPTO retrosynthesis dataset with 1.9M reactions from patents (1976-2016). (1) Given the product [Br:1][C:2]1[CH:12]=[CH:11][C:5]([O:6][CH2:7][CH2:8][CH2:9][O:10][CH:22]2[CH2:21][CH2:20][CH2:19][CH2:18][O:17]2)=[C:4]([C:13]([F:14])([F:15])[F:16])[CH:3]=1, predict the reactants needed to synthesize it. The reactants are: [Br:1][C:2]1[CH:12]=[CH:11][C:5]([O:6][CH2:7][CH2:8][CH2:9][OH:10])=[C:4]([C:13]([F:16])([F:15])[F:14])[CH:3]=1.[OH2:17].[C:18]1(C)C=[CH:22][C:21](S(O)(=O)=O)=[CH:20][CH:19]=1. (2) The reactants are: O=[C:2]([CH2:8][CH2:9][CH:10]=[CH2:11])[C:3]([O:5][CH2:6][CH3:7])=O.[CH3:12][O:13][C:14]1[CH:15]=[C:16]([NH2:21])[C:17]([NH2:20])=[CH:18][CH:19]=1.BrC1C=CC(S(O[C@@H]2[CH2:37][N:36]([C:38]([O:40][C:41]([CH3:44])([CH3:43])[CH3:42])=[O:39])[C@H:35]([C:45]([O:47][CH3:48])=[O:46])C2)(=O)=O)=CC=1.C([O-])([O-])=O.[Cs+].[Cs+]. Given the product [CH2:8]([C:2]1[C:3]([O:5][C@H:6]2[CH2:37][N:36]([C:38]([O:40][C:41]([CH3:42])([CH3:43])[CH3:44])=[O:39])[C@H:35]([C:45]([O:47][CH3:48])=[O:46])[CH2:7]2)=[N:21][C:16]2[C:17]([N:20]=1)=[CH:18][CH:19]=[C:14]([O:13][CH3:12])[CH:15]=2)[CH2:9][CH:10]=[CH2:11], predict the reactants needed to synthesize it. (3) Given the product [Br:12][C:13]1[CH:14]=[CH:15][C:16]([C:19]2[CH:24]=[CH:23][CH:22]=[CH:21][C:20]=2[NH:25][S:29]([CH:26]([CH3:28])[CH3:27])(=[O:31])=[O:30])=[CH:17][CH:18]=1, predict the reactants needed to synthesize it. The reactants are: C1CCN2C(=NCCC2)CC1.[Br:12][C:13]1[CH:18]=[CH:17][C:16]([C:19]2[CH:24]=[CH:23][CH:22]=[CH:21][C:20]=2[NH2:25])=[CH:15][CH:14]=1.[CH:26]([S:29](Cl)(=[O:31])=[O:30])([CH3:28])[CH3:27].